Dataset: Forward reaction prediction with 1.9M reactions from USPTO patents (1976-2016). Task: Predict the product of the given reaction. (1) Given the reactants [O:1]=[CH:2][C@@H:3]([C@H:5]([C@@H:7]([CH2:9][OH:10])[OH:8])[OH:6])[OH:4].O=C[C@@H]([C@H]([C@H]([C@@H](CO)O)O)O)O.O=C([O-])[C@@H]([C@H]([C@@H](CO)O)O)O, predict the reaction product. The product is: [CH2:2]([OH:1])[C@@H:3]([C@H:5]([C@@H:7]([CH2:9][OH:10])[OH:8])[OH:6])[OH:4]. (2) Given the reactants [CH2:1]([O:4][C:5]([C:7]1[NH:8][CH:9]=[CH:10][CH:11]=1)=[O:6])[CH:2]=[CH2:3].[H-].[Na+].Cl[NH2:15].C(=O)(O)[O-].[Na+], predict the reaction product. The product is: [CH2:1]([O:4][C:5]([C:7]1[N:8]([NH2:15])[CH:9]=[CH:10][CH:11]=1)=[O:6])[CH:2]=[CH2:3]. (3) Given the reactants Br[C:2]1[CH:3]=[C:4]2[C:9](=[CH:10][C:11]=1Cl)[N:8]=[C:7]([C:13]1[CH:18]=[C:17]([CH3:19])[CH:16]=[C:15]([CH3:20])[CH:14]=1)[CH:6]=[CH:5]2.[CH2:21](B(O)O)[CH:22]([CH3:24])[CH3:23].C1(P(C2CCCCC2)[C:35]2C=CC=[CH:37][C:36]=2[C:41]2C(OC)=CC=CC=2OC)CCCCC1.O.P([O-])([O-])([O-])=O.[K+].[K+].[K+], predict the reaction product. The product is: [CH3:20][C:15]1[CH:14]=[C:13]([C:7]2[CH:6]=[CH:5][C:4]3[C:9](=[CH:10][C:11]([CH2:35][CH:36]([CH3:41])[CH3:37])=[C:2]([CH2:21][CH:22]([CH3:24])[CH3:23])[CH:3]=3)[N:8]=2)[CH:18]=[C:17]([CH3:19])[CH:16]=1.